Dataset: Forward reaction prediction with 1.9M reactions from USPTO patents (1976-2016). Task: Predict the product of the given reaction. (1) Given the reactants [CH3:1][O:2][C:3](=[O:19])[CH2:4][C:5]1[CH:10]=[CH:9][CH:8]=[C:7](OS(C(F)(F)F)(=O)=O)[CH:6]=1.[N:20]1[CH:25]=[CH:24][CH:23]=[CH:22][C:21]=1[SnH3].[Li+].[Cl-].C(C1C=C(C)C=C(C(C)(C)C)C=1O)(C)(C)C, predict the reaction product. The product is: [CH3:1][O:2][C:3](=[O:19])[CH2:4][C:5]1[CH:10]=[CH:9][CH:8]=[C:7]([C:21]2[CH:22]=[CH:23][CH:24]=[CH:25][N:20]=2)[CH:6]=1. (2) Given the reactants [Cl:1][C:2]1[CH:7]=[CH:6][C:5]([C@@H:8]2[CH2:11][CH2:10][C@@H:9]2[NH:12]C(=O)C)=[CH:4][CH:3]=1.Cl.C1(C)C=CC=CC=1, predict the reaction product. The product is: [ClH:1].[Cl:1][C:2]1[CH:3]=[CH:4][C:5]([C@@H:8]2[CH2:11][CH2:10][C@@H:9]2[NH2:12])=[CH:6][CH:7]=1. (3) Given the reactants [N+:1]([C:4]1[CH:9]=[CH:8][C:7]([C:10]2[O:14][N:13]=[C:12]([C:15]3[CH:16]=[N:17][CH:18]=[CH:19][CH:20]=3)[N:11]=2)=[CH:6][C:5]=1[OH:21])([O-])=O, predict the reaction product. The product is: [NH2:1][C:4]1[CH:9]=[CH:8][C:7]([C:10]2[O:14][N:13]=[C:12]([C:15]3[CH:16]=[N:17][CH:18]=[CH:19][CH:20]=3)[N:11]=2)=[CH:6][C:5]=1[OH:21]. (4) The product is: [NH2:11][C:4]1[CH:3]=[C:2]([C:18]2[CH:19]=[C:14]([CH2:13][OH:12])[CH:15]=[CH:16][CH:17]=2)[N:7]2[N:8]=[CH:9][CH:10]=[C:6]2[N:5]=1. Given the reactants Cl[C:2]1[N:7]2[N:8]=[CH:9][CH:10]=[C:6]2[N:5]=[C:4]([NH2:11])[CH:3]=1.[OH:12][CH2:13][C:14]1[CH:15]=[C:16](B(O)O)[CH:17]=[CH:18][CH:19]=1, predict the reaction product. (5) Given the reactants I[C:2]1[CH:7]=[CH:6][C:5](I)=[CH:4][CH:3]=1.[CH2:9]([OH:14])[CH:10]=[CH:11][C:12]#[CH:13], predict the reaction product. The product is: [OH:14][CH2:9]/[CH:10]=[CH:11]/[C:12]#[C:13][C:2]1[CH:7]=[CH:6][C:5]([C:13]#[C:12]/[CH:11]=[CH:10]/[CH2:9][OH:14])=[CH:4][CH:3]=1. (6) Given the reactants [NH2:1][C:2]1[N:7]=[C:6]([C:8]2[O:9][CH:10]=[CH:11][CH:12]=2)[C:5]([C:13]#[N:14])=[C:4](S(C)(=O)=O)[N:3]=1.[NH2:19][CH2:20][CH2:21][C:22]1[CH:27]=[CH:26][C:25]([OH:28])=[CH:24][CH:23]=1, predict the reaction product. The product is: [NH2:1][C:2]1[N:7]=[C:6]([C:8]2[O:9][CH:10]=[CH:11][CH:12]=2)[C:5]([C:13]#[N:14])=[C:4]([NH:19][CH2:20][CH2:21][C:22]2[CH:27]=[CH:26][C:25]([OH:28])=[CH:24][CH:23]=2)[N:3]=1. (7) Given the reactants [C:1]([O:5][C:6]([N:8]1[C:16]2[C:11](=[CH:12][CH:13]=[CH:14][CH:15]=2)[C@@H:10]([CH2:17][C:18]([OH:20])=[O:19])[CH2:9]1)=[O:7])([CH3:4])([CH3:3])[CH3:2].Cl, predict the reaction product. The product is: [C:1]([O:5][C:6]([N:8]1[C:16]2[C:11](=[CH:12][CH:13]=[CH:14][CH:15]=2)[CH:10]([CH2:17][C:18]([OH:20])=[O:19])[CH2:9]1)=[O:7])([CH3:4])([CH3:2])[CH3:3].